Predict the reactants needed to synthesize the given product. From a dataset of Full USPTO retrosynthesis dataset with 1.9M reactions from patents (1976-2016). (1) Given the product [Cl:1][C:2]1[C:3]([O:9][C:10]2[CH:15]=[CH:14][C:13]([O:16][C:26](=[O:27])[N:25]([CH2:18][C:19]3[CH:24]=[CH:23][CH:22]=[CH:21][CH:20]=3)[CH3:34])=[CH:12][CH:11]=2)=[N:4][CH:5]=[C:6]([Cl:8])[CH:7]=1, predict the reactants needed to synthesize it. The reactants are: [Cl:1][C:2]1[C:3]([O:9][C:10]2[CH:15]=[CH:14][C:13]([OH:16])=[CH:12][CH:11]=2)=[N:4][CH:5]=[C:6]([Cl:8])[CH:7]=1.[I-].[CH2:18]([N:25]([CH3:34])[C:26](N1C=C[N+](C)=C1)=[O:27])[C:19]1[CH:24]=[CH:23][CH:22]=[CH:21][CH:20]=1. (2) Given the product [CH2:1]([N:5]1[C:14]2[C:9](=[N:10][CH:11]=[C:12]([CH2:15][C:16]3[CH:21]=[CH:20][C:19]([F:22])=[CH:18][CH:17]=3)[CH:13]=2)[C:8]([OH:23])=[C:7]([C:24]([NH:30][CH2:31][C@H:32]([OH:34])[CH3:33])=[O:25])[C:6]1=[O:29])[CH2:2][CH2:3][CH3:4], predict the reactants needed to synthesize it. The reactants are: [CH2:1]([N:5]1[C:14]2[C:9](=[N:10][CH:11]=[C:12]([CH2:15][C:16]3[CH:21]=[CH:20][C:19]([F:22])=[CH:18][CH:17]=3)[CH:13]=2)[C:8]([OH:23])=[C:7]([C:24](OCC)=[O:25])[C:6]1=[O:29])[CH2:2][CH2:3][CH3:4].[NH2:30][CH2:31][C@H:32]([OH:34])[CH3:33]. (3) Given the product [OH:2][C@@H:3]1[CH2:8][CH2:7][CH2:6][N:5]([C:9]([O:11][C:12]([CH3:15])([CH3:14])[CH3:13])=[O:10])[CH2:4]1, predict the reactants needed to synthesize it. The reactants are: Cl.[OH:2][C@@H:3]1[CH2:8][CH2:7][CH2:6][NH:5][CH2:4]1.[C:9](O[C:9]([O:11][C:12]([CH3:15])([CH3:14])[CH3:13])=[O:10])([O:11][C:12]([CH3:15])([CH3:14])[CH3:13])=[O:10].C(=O)([O-])[O-].[Na+].[Na+]. (4) Given the product [F:1][C:2]1[CH:3]=[C:4]([C:9]2[CH:10]([CH3:17])[CH2:11][C:12](=[O:13])[NH:20][N:21]=2)[CH:5]=[CH:6][C:7]=1[F:8], predict the reactants needed to synthesize it. The reactants are: [F:1][C:2]1[CH:3]=[C:4]([C:9](=O)[CH:10]([CH3:17])[CH2:11][C:12](OCC)=[O:13])[CH:5]=[CH:6][C:7]=1[F:8].O.[NH2:20][NH2:21]. (5) Given the product [CH2:16]([O:18][C:19](=[O:32])[CH2:20][NH:21][C:22]([C:24]1[C:28]([CH3:29])=[C:27]([CH:30]=[C:9]2[C:8]3[C:12](=[CH:13][CH:14]=[C:6]([S:3](=[O:5])(=[O:4])[NH:2][CH3:1])[CH:7]=3)[NH:11][C:10]2=[O:15])[NH:26][CH:25]=1)=[O:23])[CH3:17], predict the reactants needed to synthesize it. The reactants are: [CH3:1][NH:2][S:3]([C:6]1[CH:7]=[C:8]2[C:12](=[CH:13][CH:14]=1)[NH:11][C:10](=[O:15])[CH2:9]2)(=[O:5])=[O:4].[CH2:16]([O:18][C:19](=[O:32])[CH2:20][NH:21][C:22]([C:24]1[C:28]([CH3:29])=[C:27]([CH:30]=O)[NH:26][CH:25]=1)=[O:23])[CH3:17].